This data is from NCI-60 drug combinations with 297,098 pairs across 59 cell lines. The task is: Regression. Given two drug SMILES strings and cell line genomic features, predict the synergy score measuring deviation from expected non-interaction effect. (1) Drug 1: C1CCC(C1)C(CC#N)N2C=C(C=N2)C3=C4C=CNC4=NC=N3. Drug 2: CC(CN1CC(=O)NC(=O)C1)N2CC(=O)NC(=O)C2. Cell line: SF-539. Synergy scores: CSS=16.4, Synergy_ZIP=-3.84, Synergy_Bliss=-0.995, Synergy_Loewe=0.354, Synergy_HSA=1.14. (2) Drug 1: C1=CC=C(C=C1)NC(=O)CCCCCCC(=O)NO. Drug 2: C1CN(P(=O)(OC1)NCCCl)CCCl. Cell line: IGROV1. Synergy scores: CSS=0.0140, Synergy_ZIP=0.204, Synergy_Bliss=-1.47, Synergy_Loewe=-8.19, Synergy_HSA=-5.03.